This data is from Forward reaction prediction with 1.9M reactions from USPTO patents (1976-2016). The task is: Predict the product of the given reaction. (1) Given the reactants [CH3:1][C@H:2]1[CH2:7][N:6]([C:8]2[C:13]([C:14]([O:16]CC)=[O:15])=[CH:12][N:11]=[C:10]([S:19][CH2:20][CH2:21][CH3:22])[N:9]=2)[CH2:5][C@@H:4]([CH3:23])[O:3]1.C(SC1N=C(SCCC)C(C(O)=O)=CN=1)CC, predict the reaction product. The product is: [CH3:23][C@H:4]1[CH2:5][N:6]([C:8]2[C:13]([C:14]([OH:16])=[O:15])=[CH:12][N:11]=[C:10]([S:19][CH2:20][CH2:21][CH3:22])[N:9]=2)[CH2:7][C@@H:2]([CH3:1])[O:3]1. (2) Given the reactants [Cl:1][C:2]1[N:7]=[C:6]([N:8]2[CH2:13][CH2:12][CH:11]([OH:14])[CH2:10][CH2:9]2)[CH:5]=[C:4]([C:15]2[CH:20]=[CH:19][CH:18]=[CH:17][CH:16]=2)[N:3]=1.[NH2:21][C:22]1[CH:27]=[CH:26][C:25]([C:28](=[O:30])[CH3:29])=[CH:24][CH:23]=1, predict the reaction product. The product is: [ClH:1].[OH:14][CH:11]1[CH2:12][CH2:13][N:8]([C:6]2[CH:5]=[C:4]([C:15]3[CH:20]=[CH:19][CH:18]=[CH:17][CH:16]=3)[N:3]=[C:2]([NH:21][C:22]3[CH:27]=[CH:26][C:25]([C:28](=[O:30])[CH3:29])=[CH:24][CH:23]=3)[N:7]=2)[CH2:9][CH2:10]1.